This data is from Full USPTO retrosynthesis dataset with 1.9M reactions from patents (1976-2016). The task is: Predict the reactants needed to synthesize the given product. Given the product [CH3:8][C:4]1[CH:5]=[CH:6][CH:7]=[C:2]([CH3:1])[C:3]=1[CH2:9][O:10][C:11]1[C:12]2[N:13]([C:24]([CH2:28][OH:29])=[C:25]([CH3:27])[N:26]=2)[CH:14]=[C:15]([N:17]2[CH:22]=[CH:21][CH:20]=[CH:19][C:18]2=[O:23])[CH:16]=1, predict the reactants needed to synthesize it. The reactants are: [CH3:1][C:2]1[CH:7]=[CH:6][CH:5]=[C:4]([CH3:8])[C:3]=1[CH2:9][O:10][C:11]1[C:12]2[N:13]([C:24]([CH:28]=[O:29])=[C:25]([CH3:27])[N:26]=2)[CH:14]=[C:15]([N:17]2[CH:22]=[CH:21][CH:20]=[CH:19][C:18]2=[O:23])[CH:16]=1.[BH4-].[Na+].